Predict the reactants needed to synthesize the given product. From a dataset of Full USPTO retrosynthesis dataset with 1.9M reactions from patents (1976-2016). (1) The reactants are: [C:1]([O:5][C:6](=[O:25])[CH2:7][N:8]1[CH2:13][CH:12]=[C:11]([C:14]2[CH:19]=[CH:18][C:17]([N+:20]([O-])=O)=[C:16]([O:23][CH3:24])[CH:15]=2)[CH2:10][CH2:9]1)([CH3:4])([CH3:3])[CH3:2].CO. Given the product [C:1]([O:5][C:6](=[O:25])[CH2:7][N:8]1[CH2:9][CH2:10][CH:11]([C:14]2[CH:19]=[CH:18][C:17]([NH2:20])=[C:16]([O:23][CH3:24])[CH:15]=2)[CH2:12][CH2:13]1)([CH3:4])([CH3:3])[CH3:2], predict the reactants needed to synthesize it. (2) Given the product [F:21][C:13]1[CH:14]=[C:15]([CH:19]=[CH:20][C:12]=1[NH:11][CH2:4][C:3]1[CH:6]=[CH:7][C:8]([OH:10])=[CH:9][C:2]=1[F:1])[C:16]([OH:18])=[O:17], predict the reactants needed to synthesize it. The reactants are: [F:1][C:2]1[CH:9]=[C:8]([OH:10])[CH:7]=[CH:6][C:3]=1[CH:4]=O.[NH2:11][C:12]1[CH:20]=[CH:19][C:15]([C:16]([OH:18])=[O:17])=[CH:14][C:13]=1[F:21]. (3) Given the product [CH2:45]([C:50]1[CH:51]=[CH:52][C:53]([CH2:54][NH:55][C:38](=[O:40])[C:37]2[CH:41]=[CH:42][CH:43]=[N:44][C:36]=2[NH2:35])=[CH:56][CH:57]=1)[CH2:46][CH2:47][CH2:48][CH3:49], predict the reactants needed to synthesize it. The reactants are: CN([P+](ON1N=NC2C=CC=CC1=2)(N(C)C)N(C)C)C.F[P-](F)(F)(F)(F)F.C(N(CC)CC)C.[NH2:35][C:36]1[N:44]=[CH:43][CH:42]=[CH:41][C:37]=1[C:38]([OH:40])=O.[CH2:45]([C:50]1[CH:57]=[CH:56][C:53]([CH2:54][NH2:55])=[CH:52][CH:51]=1)[CH2:46][CH2:47][CH2:48][CH3:49]. (4) Given the product [C:4]([O:8][C:9]([NH:11][CH2:12][C:13]#[C:14][C:15]1[C:16]([C:37]([OH:39])=[O:38])=[N:17][CH:18]=[C:19]([C:21]([N:23]2[CH2:24][CH2:25][N:26]([CH2:29][C:30]3[CH:35]=[CH:34][C:33]([F:36])=[CH:32][CH:31]=3)[CH2:27][CH2:28]2)=[O:22])[CH:20]=1)=[O:10])([CH3:7])([CH3:5])[CH3:6], predict the reactants needed to synthesize it. The reactants are: O.[OH-].[Li+].[C:4]([O:8][C:9]([NH:11][CH2:12][C:13]#[C:14][C:15]1[C:16]([C:37]([O:39]CC)=[O:38])=[N:17][CH:18]=[C:19]([C:21]([N:23]2[CH2:28][CH2:27][N:26]([CH2:29][C:30]3[CH:35]=[CH:34][C:33]([F:36])=[CH:32][CH:31]=3)[CH2:25][CH2:24]2)=[O:22])[CH:20]=1)=[O:10])([CH3:7])([CH3:6])[CH3:5].Cl. (5) Given the product [CH2:14]([O:12][C:11](=[O:13])[CH2:10][C:4]1[CH:5]=[CH:6][C:7]([O:8][CH3:9])=[C:2]([Br:1])[CH:3]=1)[CH3:15], predict the reactants needed to synthesize it. The reactants are: [Br:1][C:2]1[CH:3]=[C:4]([CH2:10][C:11]([OH:13])=[O:12])[CH:5]=[CH:6][C:7]=1[O:8][CH3:9].[CH2:14](O)[CH3:15].